Regression. Given a peptide amino acid sequence and an MHC pseudo amino acid sequence, predict their binding affinity value. This is MHC class I binding data. From a dataset of Peptide-MHC class I binding affinity with 185,985 pairs from IEDB/IMGT. (1) The peptide sequence is DLKDLEAHI. The MHC is HLA-A02:03 with pseudo-sequence HLA-A02:03. The binding affinity (normalized) is 0.00765. (2) The peptide sequence is KVPRNQDWL. The MHC is H-2-Kb with pseudo-sequence H-2-Kb. The binding affinity (normalized) is 0.134. (3) The peptide sequence is DIRQDVIAM. The MHC is HLA-B08:01 with pseudo-sequence HLA-B08:01. The binding affinity (normalized) is 0.366. (4) The peptide sequence is GANFASQEVK. The MHC is Mamu-B8301 with pseudo-sequence Mamu-B8301. The binding affinity (normalized) is 0.959. (5) The peptide sequence is FPASHMATY. The MHC is HLA-B57:01 with pseudo-sequence HLA-B57:01. The binding affinity (normalized) is 0.0847.